Dataset: Full USPTO retrosynthesis dataset with 1.9M reactions from patents (1976-2016). Task: Predict the reactants needed to synthesize the given product. Given the product [Cl:19][C:14]1[CH:15]=[CH:16][CH:17]=[CH:18][C:13]=1[S:10]([N:9]([CH2:20][CH:21]([CH3:23])[CH3:22])[CH2:8][C:5]1[CH:4]=[CH:3][C:2]([C:32]2[CH:31]=[CH:30][CH:29]=[C:28]([S:25]([CH3:24])(=[O:27])=[O:26])[CH:33]=2)=[CH:7][N:6]=1)(=[O:12])=[O:11], predict the reactants needed to synthesize it. The reactants are: Br[C:2]1[CH:3]=[CH:4][C:5]([CH2:8][N:9]([CH2:20][CH:21]([CH3:23])[CH3:22])[S:10]([C:13]2[CH:18]=[CH:17][CH:16]=[CH:15][C:14]=2[Cl:19])(=[O:12])=[O:11])=[N:6][CH:7]=1.[CH3:24][S:25]([C:28]1[CH:29]=[C:30](B(O)O)[CH:31]=[CH:32][CH:33]=1)(=[O:27])=[O:26].C([O-])([O-])=O.[Na+].[Na+].